This data is from Catalyst prediction with 721,799 reactions and 888 catalyst types from USPTO. The task is: Predict which catalyst facilitates the given reaction. (1) Reactant: [Cl:1][C:2]1[C:7]([CH:8]([CH2:10][CH2:11][OH:12])[CH3:9])=[CH:6][C:5]([C:13]#[N:14])=[CH:4][C:3]=1[NH:15][C:16]1[N:21]=[C:20]([N:22]([CH:32]2[CH2:34][CH2:33]2)CC2C=CC(OC)=CC=2)[C:19]2=[N:35][CH:36]=[C:37]([C:38]#[N:39])[N:18]2[N:17]=1.C1(OC)C=CC=CC=1.C(O)(C(F)(F)F)=O. Product: [Cl:1][C:2]1[C:7]([CH:8]([CH2:10][CH2:11][OH:12])[CH3:9])=[CH:6][C:5]([C:13]#[N:14])=[CH:4][C:3]=1[NH:15][C:16]1[N:21]=[C:20]([NH:22][CH:32]2[CH2:33][CH2:34]2)[C:19]2=[N:35][CH:36]=[C:37]([C:38]#[N:39])[N:18]2[N:17]=1. The catalyst class is: 26. (2) Reactant: [C:1]([O:5][C:6]([N:8]1[CH2:12][CH:11]([F:13])[CH2:10][CH:9]1[C:14](O)=[O:15])=[O:7])([CH3:4])([CH3:3])[CH3:2].B.C1COCC1. Product: [C:1]([O:5][C:6]([N:8]1[CH2:12][CH:11]([F:13])[CH2:10][CH:9]1[CH2:14][OH:15])=[O:7])([CH3:4])([CH3:3])[CH3:2]. The catalyst class is: 1. (3) Product: [C:1]([C:5]1[CH:31]=[C:8]2[N:9]=[C:10]([CH3:30])[C:11]([CH2:22][C:23]([OH:25])=[O:24])=[C:12]([C:13]3[CH:18]=[CH:17][C:16]([CH3:19])=[CH:15][C:14]=3[O:20][CH3:21])[N:7]2[N:6]=1)([CH3:4])([CH3:3])[CH3:2]. Reactant: [C:1]([C:5]1[CH:31]=[C:8]2[N:9]=[C:10]([CH3:30])[C:11]([CH:22](CCC)[C:23]([O:25]C)=[O:24])=[C:12]([C:13]3[CH:18]=[CH:17][C:16]([CH3:19])=[CH:15][C:14]=3[O:20][CH3:21])[N:7]2[N:6]=1)([CH3:4])([CH3:3])[CH3:2].[OH-].[Na+].Cl. The catalyst class is: 5. (4) Reactant: [Cl:1][C:2]1[CH:3]=[C:4]([C:8]2[N:13]=[C:12]3[CH2:14][CH2:15][CH2:16][C:11]3=[C:10]([CH2:17][C:18]3[CH:23]=[CH:22][C:21]([CH2:24][C:25]([OH:27])=[O:26])=[CH:20][CH:19]=3)[CH:9]=2)[CH:5]=[CH:6][CH:7]=1.Cl.[CH3:29]O. Product: [Cl:1][C:2]1[CH:3]=[C:4]([C:8]2[N:13]=[C:12]3[CH2:14][CH2:15][CH2:16][C:11]3=[C:10]([CH2:17][C:18]3[CH:19]=[CH:20][C:21]([CH2:24][C:25]([O:27][CH3:29])=[O:26])=[CH:22][CH:23]=3)[CH:9]=2)[CH:5]=[CH:6][CH:7]=1. The catalyst class is: 5. (5) Reactant: [CH:1]1([C@H:4]([NH:12][C:13]([C:15]2[C:24]3[C:19](=[C:20]([F:25])[CH:21]=[CH:22][CH:23]=3)[C:18](=[O:26])[N:17]([C:27]3[CH:28]=[N:29][CH:30]=[CH:31][CH:32]=3)[C:16]=2[CH2:33]Br)=[O:14])[C:5]2[CH:10]=[CH:9][CH:8]=[C:7]([F:11])[CH:6]=2)[CH2:3][CH2:2]1.[C:35]([N:39]1[CH2:44][CH2:43][NH:42][CH2:41][CH2:40]1)([CH3:38])([CH3:37])[CH3:36].C(N(CC)CC)C. Product: [CH:1]1([C@H:4]([NH:12][C:13]([C:15]2[C:24]3[C:19](=[C:20]([F:25])[CH:21]=[CH:22][CH:23]=3)[C:18](=[O:26])[N:17]([C:27]3[CH:28]=[N:29][CH:30]=[CH:31][CH:32]=3)[C:16]=2[CH2:33][N:42]2[CH2:43][CH2:44][N:39]([C:35]([CH3:38])([CH3:37])[CH3:36])[CH2:40][CH2:41]2)=[O:14])[C:5]2[CH:10]=[CH:9][CH:8]=[C:7]([F:11])[CH:6]=2)[CH2:3][CH2:2]1. The catalyst class is: 1. (6) Reactant: C([N:8]1[CH2:13][CH2:12][C:11](=[CH:14][C:15]([O:17][CH2:18][CH3:19])=[O:16])[CH2:10][CH2:9]1)C1C=CC=CC=1. Product: [NH:8]1[CH2:13][CH2:12][CH:11]([CH2:14][C:15]([O:17][CH2:18][CH3:19])=[O:16])[CH2:10][CH2:9]1. The catalyst class is: 78. (7) Reactant: [N:1]([C@@H:4]1[CH2:11][N:10]2[C:12]3[CH:13]=[C:14]([C:25]([O:27][CH3:28])=[O:26])[CH:15]=[CH:16][C:17]=3[C:18]([CH:19]3[CH2:24][CH2:23][CH2:22][CH2:21][CH2:20]3)=[C:9]2[C:8]2[CH:29]=[CH:30][CH:31]=[CH:32][C:7]=2[O:6][CH2:5]1)=[N+]=[N-]. Product: [NH2:1][C@@H:4]1[CH2:11][N:10]2[C:12]3[CH:13]=[C:14]([C:25]([O:27][CH3:28])=[O:26])[CH:15]=[CH:16][C:17]=3[C:18]([CH:19]3[CH2:24][CH2:23][CH2:22][CH2:21][CH2:20]3)=[C:9]2[C:8]2[CH:29]=[CH:30][CH:31]=[CH:32][C:7]=2[O:6][CH2:5]1. The catalyst class is: 19.